From a dataset of NCI-60 drug combinations with 297,098 pairs across 59 cell lines. Regression. Given two drug SMILES strings and cell line genomic features, predict the synergy score measuring deviation from expected non-interaction effect. (1) Drug 1: C1C(C(OC1N2C=NC3=C2NC=NCC3O)CO)O. Drug 2: CC12CCC3C(C1CCC2OP(=O)(O)O)CCC4=C3C=CC(=C4)OC(=O)N(CCCl)CCCl.[Na+]. Cell line: OVCAR-8. Synergy scores: CSS=7.15, Synergy_ZIP=-2.71, Synergy_Bliss=-0.646, Synergy_Loewe=0.698, Synergy_HSA=0.831. (2) Drug 1: CN1C(=O)N2C=NC(=C2N=N1)C(=O)N. Drug 2: CC1=C(C(=O)C2=C(C1=O)N3CC4C(C3(C2COC(=O)N)OC)N4)N. Cell line: OVCAR3. Synergy scores: CSS=15.4, Synergy_ZIP=-4.95, Synergy_Bliss=1.85, Synergy_Loewe=-17.8, Synergy_HSA=1.18.